Dataset: Full USPTO retrosynthesis dataset with 1.9M reactions from patents (1976-2016). Task: Predict the reactants needed to synthesize the given product. (1) Given the product [CH3:26][O:30][N:31]([CH3:32])[C:18]([C:17]1[CH:21]=[CH:22][C:14]([N:11]2[CH2:12][CH2:13][N:8]([C:6]([O:5][C:1]([CH3:4])([CH3:2])[CH3:3])=[O:7])[CH2:9][CH2:10]2)=[N:15][CH:16]=1)=[O:19], predict the reactants needed to synthesize it. The reactants are: [C:1]([O:5][C:6]([N:8]1[CH2:13][CH2:12][N:11]([C:14]2[CH:22]=[CH:21][C:17]([C:18](O)=[O:19])=[CH:16][N:15]=2)[CH2:10][CH2:9]1)=[O:7])([CH3:4])([CH3:3])[CH3:2].CN([C:26]([O:30][N:31]1N=NC2C=CC=N[C:32]1=2)=[N+](C)C)C.F[P-](F)(F)(F)(F)F.C(N(CC)C(C)C)(C)C.Cl.CNOC. (2) Given the product [NH:1]([C:10]([O:12][C:13]([CH3:16])([CH3:15])[CH3:14])=[O:11])[C@H:2]([C:7]([NH:24][C@H:25]([C:31]([OH:33])=[O:32])[CH2:26][CH2:27][C:28](=[O:30])[NH2:29])=[O:9])[CH2:3][CH:4]([CH3:5])[CH3:6], predict the reactants needed to synthesize it. The reactants are: [NH:1]([C:10]([O:12][C:13]([CH3:16])([CH3:15])[CH3:14])=[O:11])[C@H:2]([C:7]([OH:9])=O)[CH2:3][CH:4]([CH3:6])[CH3:5].C(O)(C(F)(F)F)=O.[NH2:24][C@H:25]([C:31]([OH:33])=[O:32])[CH2:26][CH2:27][C:28](=[O:30])[NH2:29].C1CCC(N=C=NC2CCCCC2)CC1.ON1C2C=CC=CC=2N=N1. (3) Given the product [C:32]([O:21][C:5]1[C:6]([CH:13]([CH3:20])[CH2:14][CH2:15][CH2:16][CH2:17][CH2:18][CH3:19])=[CH:7][C:8]([N+:10]([O-:12])=[O:11])=[CH:9][C:4]=1[N+:1]([O-:3])=[O:2])(=[O:36])/[CH:33]=[CH:34]/[CH3:35], predict the reactants needed to synthesize it. The reactants are: [N+:1]([C:4]1[CH:9]=[C:8]([N+:10]([O-:12])=[O:11])[CH:7]=[C:6]([CH:13]([CH3:20])[CH2:14][CH2:15][CH2:16][CH2:17][CH2:18][CH3:19])[C:5]=1[OH:21])([O-:3])=[O:2].C(N(C)C)C1C=CC=CC=1.[C:32](Cl)(=[O:36])/[CH:33]=[CH:34]/[CH3:35].